From a dataset of Catalyst prediction with 721,799 reactions and 888 catalyst types from USPTO. Predict which catalyst facilitates the given reaction. Reactant: [OH:1][CH2:2][CH2:3][CH2:4][CH2:5][CH2:6][CH2:7][CH2:8][CH2:9][CH2:10][CH2:11][CH2:12][CH2:13][CH2:14][CH2:15][CH2:16][CH2:17][CH2:18][C:19]([O:21][CH3:22])=[O:20].N1C=CC=CC=1.[C:29]1([CH3:39])[CH:34]=[CH:33][C:32]([S:35](Cl)(=[O:37])=[O:36])=[CH:31][CH:30]=1. Product: [S:35]([O:1][CH2:2][CH2:3][CH2:4][CH2:5][CH2:6][CH2:7][CH2:8][CH2:9][CH2:10][CH2:11][CH2:12][CH2:13][CH2:14][CH2:15][CH2:16][CH2:17][CH2:18][C:19]([O:21][CH3:22])=[O:20])([C:32]1[CH:33]=[CH:34][C:29]([CH3:39])=[CH:30][CH:31]=1)(=[O:37])=[O:36]. The catalyst class is: 4.